From a dataset of Reaction yield outcomes from USPTO patents with 853,638 reactions. Predict the reaction yield, written as a fraction of the theoretical maximum amount of product (1.0 means a 100% yield; for example, 0.34 means a 34% yield). (1) The reactants are [F:1][C:2]1[CH:28]=[CH:27][C:5]([O:6][CH2:7][C@H:8]2[CH2:26][N:12]3[CH2:13][CH2:14][N:15]([C:17]4[CH:22]=[CH:21][C:20]([N+:23]([O-])=O)=[CH:19][CH:18]=4)[CH2:16][C@@H:11]3[CH2:10][CH2:9]2)=[CH:4][CH:3]=1. The catalyst is C1COCC1.[Pd]. The product is [F:1][C:2]1[CH:3]=[CH:4][C:5]([O:6][CH2:7][C@H:8]2[CH2:26][N:12]3[CH2:13][CH2:14][N:15]([C:17]4[CH:22]=[CH:21][C:20]([NH2:23])=[CH:19][CH:18]=4)[CH2:16][C@@H:11]3[CH2:10][CH2:9]2)=[CH:27][CH:28]=1. The yield is 0.820. (2) The reactants are [OH:1][C:2]1[CH:3]=[C:4]2[C:13](=[C:14]([OH:16])[CH:15]=1)[C:12](=[O:17])[C:11]1[C:6](=[CH:7][CH:8]=[C:9]3[CH:21]=[CH:20][CH:19]=[CH:18][C:10]3=1)[O:5]2.[CH2:22]1[S:24][CH:23]1[CH2:25]Cl. The catalyst is CC(C)=O. The product is [OH:16][C:14]1[CH:15]=[C:2]([O:1][CH2:25][CH:23]2[CH2:22][S:24]2)[CH:3]=[C:4]2[C:13]=1[C:12](=[O:17])[C:11]1[C:6](=[CH:7][CH:8]=[C:9]3[CH:21]=[CH:20][CH:19]=[CH:18][C:10]3=1)[O:5]2. The yield is 0.217. (3) The reactants are Br[C:2]1[CH:15]=[CH:14][C:5]2[O:6][C:7]([F:13])([F:12])[C:8]([F:11])([F:10])[O:9][C:4]=2[CH:3]=1.[CH3:16][O:17][C:18]1[CH:19]=[C:20]([CH:23]=[C:24]([O:26][CH3:27])[CH:25]=1)[CH:21]=[O:22].C([Li])CCC.O1C2C=CC(C(C3C=C(OC)C=C(OC)C=3)O)=CC=2OCC1. No catalyst specified. The product is [CH3:27][O:26][C:24]1[CH:23]=[C:20]([CH:21]([C:3]2[C:4]3[O:9][C:8]([F:11])([F:10])[C:7]([F:13])([F:12])[O:6][C:5]=3[CH:14]=[CH:15][CH:2]=2)[OH:22])[CH:19]=[C:18]([O:17][CH3:16])[CH:25]=1. The yield is 0.260.